This data is from Full USPTO retrosynthesis dataset with 1.9M reactions from patents (1976-2016). The task is: Predict the reactants needed to synthesize the given product. (1) The reactants are: [CH3:1][CH:2]([CH3:11])[CH2:3][CH2:4][CH2:5][CH2:6][CH2:7][CH2:8][CH2:9][OH:10].[C:12](O)(=[O:23])[CH2:13][C:14]1[CH:22]=[CH:21][C:19]([OH:20])=[C:16]([O:17][CH3:18])[CH:15]=1.S([O-])([O-])(=O)=O.[Mg+2]. Given the product [C:12]([O:10][CH2:9][CH2:8][CH2:7][CH2:6][CH2:5][CH2:4][CH2:3][CH:2]([CH3:11])[CH3:1])(=[O:23])[CH2:13][C:14]1[CH:22]=[CH:21][C:19]([OH:20])=[C:16]([O:17][CH3:18])[CH:15]=1, predict the reactants needed to synthesize it. (2) Given the product [OH:16][CH2:15][C:2]1([NH:1][CH2:19][CH2:18][C:17]#[N:20])[CH2:7][CH2:6][N:5]([CH2:8][C:9]2[CH:14]=[CH:13][CH:12]=[CH:11][CH:10]=2)[CH2:4][CH2:3]1, predict the reactants needed to synthesize it. The reactants are: [NH2:1][C:2]1([CH2:15][OH:16])[CH2:7][CH2:6][N:5]([CH2:8][C:9]2[CH:14]=[CH:13][CH:12]=[CH:11][CH:10]=2)[CH2:4][CH2:3]1.[C:17](#[N:20])[CH:18]=[CH2:19]. (3) Given the product [C:2]([O:49][C:48](=[O:51])[CH2:35][C:36]1[CH:41]=[CH:40][C:39]([OH:42])=[C:38]([CH:54]([CH3:59])[CH3:55])[CH:37]=1)([CH3:7])([CH3:3])[CH3:1], predict the reactants needed to synthesize it. The reactants are: [CH2:1](OC(N1CC[C:7]2[C:2](=[C:3](B3OC(C)(C)C(C)(C)O3)C=CC=2F)[CH2:1]1)=O)[C:2]1[CH:7]=CC=C[CH:3]=1.C(OC(=O)[CH2:35][C:36]1[CH:41]=[CH:40][C:39]([O:42]C(C)C)=[C:38](Br)[CH:37]=1)C.[C:48](=[O:51])([O-])[O-:49].[Na+].[Na+].[C:54]1(C)[CH:59]=CC=C[CH:55]=1.CCO.O. (4) Given the product [CH:22]1[C:23]2[C:28](=[CH:27][CH:26]=[CH:25][CH:24]=2)[CH:29]=[CH:30][C:21]=1[C:19]([NH:18][C:14]1[CH:13]=[C:12]([NH:11][C:2]2[C:7]([N+:8]([O-:10])=[O:9])=[CH:6][CH:5]=[CH:4][N:3]=2)[CH:17]=[CH:16][CH:15]=1)=[O:20], predict the reactants needed to synthesize it. The reactants are: Cl[C:2]1[C:7]([N+:8]([O-:10])=[O:9])=[CH:6][CH:5]=[CH:4][N:3]=1.[NH2:11][C:12]1[CH:13]=[C:14]([NH:18][C:19]([C:21]2[CH:30]=[CH:29][C:28]3[C:23](=[CH:24][CH:25]=[CH:26][CH:27]=3)[CH:22]=2)=[O:20])[CH:15]=[CH:16][CH:17]=1.C(=O)([O-])[O-].[K+].[K+].